Dataset: Reaction yield outcomes from USPTO patents with 853,638 reactions. Task: Predict the reaction yield, written as a fraction of the theoretical maximum amount of product (1.0 means a 100% yield; for example, 0.34 means a 34% yield). (1) The reactants are [OH:1][CH2:2][CH2:3][C:4]1[CH:9]=[CH:8][C:7]([O:10][C:11](=[O:16])[C:12]([CH3:15])([CH3:14])[CH3:13])=[CH:6][CH:5]=1.[Cl:17][C:18]1[CH:19]=[C:20]([C:25]2[CH2:26][CH2:27][C:28](=[O:31])[NH:29][N:30]=2)[CH:21]=[CH:22][C:23]=1O.C1(P(C2C=CC=CC=2)C2C=CC=CC=2)C=CC=CC=1.N(C(OC(C)C)=O)=NC(OC(C)C)=O. The catalyst is ClCCl. The product is [Cl:17][C:18]1[CH:19]=[C:20]([C:25]2[CH2:26][CH2:27][C:28](=[O:31])[NH:29][N:30]=2)[CH:21]=[CH:22][C:23]=1[O:1][CH2:2][CH2:3][C:4]1[CH:9]=[CH:8][C:7]([O:10][C:11](=[O:16])[C:12]([CH3:13])([CH3:15])[CH3:14])=[CH:6][CH:5]=1. The yield is 0.740. (2) The reactants are [O:1]1[CH:5]=[CH:4][CH:3]=[C:2]1[C:6]([NH:8][C:9]1[CH:10]=[C:11]([CH:15]=[CH:16][C:17]=1[N:18]1[CH2:23][CH2:22][N:21]([C:24]2[CH:29]=[CH:28][CH:27]=[CH:26][C:25]=2[CH3:30])[CH2:20][CH2:19]1)[C:12](O)=[O:13])=[O:7].C(N(CC)CC)C.[C:38]1([CH2:44][CH2:45][CH2:46][NH2:47])[CH:43]=[CH:42][CH:41]=[CH:40][CH:39]=1. The catalyst is C(Cl)Cl. The product is [C:38]1([CH2:44][CH2:45][CH2:46][NH:47][C:12]([C:11]2[CH:15]=[CH:16][C:17]([N:18]3[CH2:23][CH2:22][N:21]([C:24]4[CH:29]=[CH:28][CH:27]=[CH:26][C:25]=4[CH3:30])[CH2:20][CH2:19]3)=[C:9]([NH:8][C:6]([C:2]3[O:1][CH:5]=[CH:4][CH:3]=3)=[O:7])[CH:10]=2)=[O:13])[CH:43]=[CH:42][CH:41]=[CH:40][CH:39]=1. The yield is 0.679.